From a dataset of Forward reaction prediction with 1.9M reactions from USPTO patents (1976-2016). Predict the product of the given reaction. Given the reactants [C:1]([OH:8])(=[O:7])/[CH:2]=[CH:3]/[C:4]([OH:6])=[O:5].[Fe:9](Cl)Cl, predict the reaction product. The product is: [C:1]([O-:8])(=[O:7])/[CH:2]=[CH:3]/[C:4]([O-:6])=[O:5].[Fe+2:9].